Dataset: Experimentally validated miRNA-target interactions with 360,000+ pairs, plus equal number of negative samples. Task: Binary Classification. Given a miRNA mature sequence and a target amino acid sequence, predict their likelihood of interaction. (1) The miRNA is rno-miR-150-5p with sequence UCUCCCAACCCUUGUACCAGUG. The protein sequence of the target gene is MAATVNLELDPIFLKALGFLHSKSKDSAEKLKALLDESLARGIDSSYRPSQKDVEPPKISSTKNISIKQEPKISSSLPSGNNNGKVLTTEKVKKEAEKRPADKMKSDITEGVDIPKKPRLEKPETQSSPITVQSSKDLPMADLSSFEETSADDFAMEMGLACVVCRQMMVASGNQLVECQECHNLYHRDCHKPQVTDKEANDPRLVWYCARCTRQMKRMAQKTQKPPQKPAPAVVSVTPAVKDPLVKKPETKLKQETTFLAFKRTEVKTSTVISGNSSSASVSSSVTSGLTGWAAFAAKT.... Result: 0 (no interaction). (2) The protein sequence of the target gene is MGSWALLWPPLLFTGLLVRPPGTMAQAQYCSVNKDIFEVEENTNVTEPLVDIHVPEGQEVTLGALSTPFAFRIQGNQLFLNVTPDYEEKSLLEAQLLCQSGGTLVTQLRVFVSVLDVNDNAPEFPFKTKEIRVEEDTKVNSTVIPETQLQAEDRDKDDILFYTLQEMTAGASDYFSLVSVNRPALRLDRPLDFYERPNMTFWLLVRDTPGENVEPSHTATATLVLNVVPADLRPPWFLPCTFSDGYVCIQAQYHGAVPTGHILPSPLVLRPGPIYAEDGDRGINQPIIYSIFRGNVNGTF.... The miRNA is hsa-miR-4441 with sequence ACAGGGAGGAGAUUGUA. Result: 0 (no interaction). (3) The miRNA is mmu-miR-323-3p with sequence CACAUUACACGGUCGACCUCU. The protein sequence of the target gene is MKKMSRNVLLQMEEEEDDDDGDIVLENLGQTIVPDLGSLESQHDFRTPEFEEFNGKPDSLFFNDGQRRIDFVLVYEDESRKETNKKGTNEKQRRKRQAYESNLICHGLQLEATRSVLDDKLVFVKVHAPWEVLCTYAEIMHIKLPLKPNDLKNRSSAFGTLNWFTKVLSVDESIIKPEQEFFTAPFEKNRMNDFYIVDRDAFFNPATRSRIVYFILSRVKYQVINNVSKFGINRLVNSGIYKAAFPLHDCKFRRQSEDPSCPNERYLLYREWAHPRSIYKKQPLDLIRKYYGEKIGIYFA.... Result: 0 (no interaction).